This data is from NCI-60 drug combinations with 297,098 pairs across 59 cell lines. The task is: Regression. Given two drug SMILES strings and cell line genomic features, predict the synergy score measuring deviation from expected non-interaction effect. Drug 1: CC1OCC2C(O1)C(C(C(O2)OC3C4COC(=O)C4C(C5=CC6=C(C=C35)OCO6)C7=CC(=C(C(=C7)OC)O)OC)O)O. Drug 2: CC1=C(C=C(C=C1)NC(=O)C2=CC=C(C=C2)CN3CCN(CC3)C)NC4=NC=CC(=N4)C5=CN=CC=C5. Cell line: OVCAR-5. Synergy scores: CSS=25.2, Synergy_ZIP=1.23, Synergy_Bliss=3.93, Synergy_Loewe=2.86, Synergy_HSA=2.75.